This data is from Catalyst prediction with 721,799 reactions and 888 catalyst types from USPTO. The task is: Predict which catalyst facilitates the given reaction. Product: [C:17]([NH:21][C:22]([NH:1][CH:2]([C:5]1[CH:10]=[CH:9][CH:8]=[C:7]([N+:11]([O-:13])=[O:12])[CH:6]=1)[CH2:3][OH:4])=[S:23])([CH3:20])([CH3:19])[CH3:18]. Reactant: [NH2:1][CH:2]([C:5]1[CH:10]=[CH:9][CH:8]=[C:7]([N+:11]([O-:13])=[O:12])[CH:6]=1)[CH2:3][OH:4].ClCCl.[C:17]([N:21]=[C:22]=[S:23])([CH3:20])([CH3:19])[CH3:18]. The catalyst class is: 8.